Predict the reaction yield, written as a fraction of the theoretical maximum amount of product (1.0 means a 100% yield; for example, 0.34 means a 34% yield). From a dataset of Reaction yield outcomes from USPTO patents with 853,638 reactions. (1) The reactants are FC1C=C(F)C=CC=1C1C=CC2C(=CC=C(O)C=2)C=1C(C1C=CC(OCCN2CCCCC2)=CC=1)=O.[N:37]1([CH2:44][CH2:45][O:46][C:47]2[CH:52]=[CH:51][C:50]([C:53]([C:55]3[C:64]4[C:59](=[CH:60][C:61]([O:65]C)=[CH:62][CH:63]=4)[CH:58]=[CH:57][C:56]=3[C:67]3[CH:72]=[CH:71][C:70]([F:73])=[CH:69][C:68]=3[F:74])=[O:54])=[CH:49][CH:48]=2)[CH2:43][CH2:42][CH2:41][CH2:40][CH2:39][CH2:38]1.B(Br)(Br)Br. No catalyst specified. The product is [N:37]1([CH2:44][CH2:45][O:46][C:47]2[CH:52]=[CH:51][C:50]([C:53]([C:55]3[C:64]4[C:59](=[CH:60][C:61]([OH:65])=[CH:62][CH:63]=4)[CH:58]=[CH:57][C:56]=3[C:67]3[CH:72]=[CH:71][C:70]([F:73])=[CH:69][C:68]=3[F:74])=[O:54])=[CH:49][CH:48]=2)[CH2:43][CH2:42][CH2:41][CH2:40][CH2:39][CH2:38]1. The yield is 0.750. (2) The reactants are [Cl:1][C:2]1[C:3]([NH:17][C@H:18]([C:20]2[CH:25]=[CH:24][C:23]([F:26])=[CH:22][N:21]=2)[CH3:19])=[N:4][C:5]([NH:8][C:9]2[C:10]([O:15]C)=[N:11][CH:12]=[CH:13][CH:14]=2)=[N:6][CH:7]=1.Br. No catalyst specified. The product is [Cl:1][C:2]1[C:3]([NH:17][C@H:18]([C:20]2[CH:25]=[CH:24][C:23]([F:26])=[CH:22][N:21]=2)[CH3:19])=[N:4][C:5]([NH:8][C:9]2[C:10](=[O:15])[NH:11][CH:12]=[CH:13][CH:14]=2)=[N:6][CH:7]=1. The yield is 0.910.